From a dataset of Forward reaction prediction with 1.9M reactions from USPTO patents (1976-2016). Predict the product of the given reaction. The product is: [C:1]([O:4][CH2:5][CH2:6][O:7][C:8]1[CH:13]=[CH:12][C:11]([NH2:14])=[CH:10][C:9]=1[O:17][CH3:18])(=[O:3])[CH3:2]. Given the reactants [C:1]([O:4][CH2:5][CH2:6][O:7][C:8]1[CH:13]=[CH:12][C:11]([N+:14]([O-])=O)=[CH:10][C:9]=1[O:17][CH3:18])(=[O:3])[CH3:2], predict the reaction product.